From a dataset of PAMPA (Parallel Artificial Membrane Permeability Assay) permeability data from NCATS. Regression/Classification. Given a drug SMILES string, predict its absorption, distribution, metabolism, or excretion properties. Task type varies by dataset: regression for continuous measurements (e.g., permeability, clearance, half-life) or binary classification for categorical outcomes (e.g., BBB penetration, CYP inhibition). Dataset: pampa_ncats. (1) The compound is CC1(CCC(=C(C1)C2=CC=C(C=C2)Cl)CN3CCN(CC3)C4=CC(=C(C=C4)C(=O)NS(=O)(=O)C5=CC(=C(C=C5)NCC6CCOCC6)[N+](=O)[O-])OC7=CN=C8C(=C7)C=CN8)C. The result is 0 (low-to-moderate permeability). (2) The result is 1 (high permeability). The molecule is CCOC1=C(C=C2CN(CCC2=C1)C(=O)C3=CC4=C(N3CC5=CC=CC=C5)C=CS4)OCC. (3) The drug is C1=CC=C2C(=C1)C(=NC(=N2)C3=C(C=NC=C3)F)NC4=CC(=C(C=C4)F)F. The result is 1 (high permeability). (4) The molecule is CC1=C(C=CC(=C1)F)N2CCC(CC2)N3C[C@@H]([C@H](C3)NC(=O)C)C4CC4. The result is 1 (high permeability). (5) The drug is COC1=CC(=NC=C1)NC(=S)N2CCN(CC2)C3=CC=CC=C3C(F)(F)F. The result is 1 (high permeability). (6) The drug is CS(=O)(=O)CCNCC1=CC=C(O1)C2=CC3=C(C=C2)N=CN=C3NC4=CC(=C(C=C4)OCC5=CC(=CC=C5)F)Cl. The result is 0 (low-to-moderate permeability). (7) The compound is CC1=C(C(=NN1C2=CC=C(C=C2)OC)C)[C@H]3C[C@@H](C=C3)NCC4=CC=C(C=C4)F. The result is 1 (high permeability). (8) The result is 1 (high permeability). The compound is CC1=NC2=C(C=NN2C(=C1C3=CC=CC=C3)N)C4=CC=CC=C4. (9) The result is 0 (low-to-moderate permeability). The drug is CN(C)CCOC1=CC=C(C=C1)C(=C(CCCl)C2=CC=CC=C2)C3=CC=CC=C3.